Dataset: Tyrosyl-DNA phosphodiesterase HTS with 341,365 compounds. Task: Binary Classification. Given a drug SMILES string, predict its activity (active/inactive) in a high-throughput screening assay against a specified biological target. (1) The molecule is Brc1ccc(C(=O)N2N=C(CC2(O)C(C)(C)C)C(OC)=O)cc1. The result is 0 (inactive). (2) The drug is S1(=O)(=O)N=C(NCCC(OC(C(=O)Nc2ccc(NC(=O)C)cc2)C)=O)c2c1cccc2. The result is 0 (inactive).